Dataset: Forward reaction prediction with 1.9M reactions from USPTO patents (1976-2016). Task: Predict the product of the given reaction. (1) Given the reactants [Cl:1][C:2]1[C:7]([C:8]2[CH:9]=[C:10]3[C:14](=[CH:15][CH:16]=2)[NH:13]N=C3)=[CH:6][CH:5]=[CH:4][N:3]=1.BrC1[C:19](Cl)=[N:20]C=CC=1.N1C2C=CC(B3OC(C)(C)C(C)(C)O3)=CC=2N=C1.C([O-])([O-])=O.[Na+].[Na+], predict the reaction product. The product is: [Cl:1][C:2]1[C:7]([C:8]2[CH:16]=[CH:15][C:14]3[N:13]=[CH:19][NH:20][C:10]=3[CH:9]=2)=[CH:6][CH:5]=[CH:4][N:3]=1. (2) Given the reactants [C:1]([C:4]1[N:9]=[C:8]([Cl:10])[N:7]=[C:6]([NH:11][CH2:12][C@H:13]([OH:18])[C:14](OC)=[O:15])[CH:5]=1)(=[O:3])[NH2:2].[NH3:19].CO, predict the reaction product. The product is: [NH2:19][C:14](=[O:15])[C@@H:13]([OH:18])[CH2:12][NH:11][C:6]1[N:7]=[C:8]([Cl:10])[N:9]=[C:4]([C:1]([NH2:2])=[O:3])[CH:5]=1. (3) Given the reactants [C:1]([O:5][C:6]([NH:8][C@@H:9]1[C:23](=[O:24])[N:22]2[CH2:25][C@H:26]([O:28][C:29]3[C:30]4[S:44][CH:43]=[CH:42][C:31]=4[N:32]=[C:33]([C:35]4[N:39]([CH3:40])[N:38]=[C:37]([CH3:41])[CH:36]=4)[N:34]=3)[CH2:27][C@H:21]2[C:20](=[O:45])[NH:19][C@:18]2([C:47]([O:49]C)=[O:48])[CH2:46][C@H:17]2[CH:16]=[CH:15][CH2:14][CH2:13][CH2:12][CH2:11][CH2:10]1)=[O:7])([CH3:4])([CH3:3])[CH3:2].O1CCCC1.[OH-].[Li+], predict the reaction product. The product is: [C:1]([O:5][C:6]([NH:8][C@@H:9]1[C:23](=[O:24])[N:22]2[CH2:25][C@H:26]([O:28][C:29]3[C:30]4[S:44][CH:43]=[CH:42][C:31]=4[N:32]=[C:33]([C:35]4[N:39]([CH3:40])[N:38]=[C:37]([CH3:41])[CH:36]=4)[N:34]=3)[CH2:27][C@H:21]2[C:20](=[O:45])[NH:19][C@:18]2([C:47]([OH:49])=[O:48])[CH2:46][C@H:17]2[CH:16]=[CH:15][CH2:14][CH2:13][CH2:12][CH2:11][CH2:10]1)=[O:7])([CH3:4])([CH3:2])[CH3:3]. (4) Given the reactants [OH:1][C:2]1[C:3]([C:8]([OH:10])=O)=[N:4][CH:5]=[CH:6][CH:7]=1.C(Cl)(Cl)=O.C1(C)C=CC=CC=1.C(N(C(C)C)CC)(C)C.[Cl:31][C:32]1[CH:37]=[CH:36][C:35]([CH2:38][CH2:39][NH2:40])=[CH:34][CH:33]=1, predict the reaction product. The product is: [Cl:31][C:32]1[CH:37]=[CH:36][C:35]([CH2:38][CH2:39][NH:40][C:8]([C:3]2[C:2]([OH:1])=[CH:7][CH:6]=[CH:5][N:4]=2)=[O:10])=[CH:34][CH:33]=1. (5) Given the reactants [OH:1][C:2]1[CH:7]=[CH:6][C:5]([N:8]2[C:16]3[C:11](=[CH:12][CH:13]=[CH:14][CH:15]=3)[CH:10]=[CH:9]2)=[CH:4][CH:3]=1.C([O-])([O-])=O.[K+].[K+].Br[CH2:24][C:25]1[CH:30]=[CH:29][C:28]([C:31]#[N:32])=[CH:27][CH:26]=1.[Na+].[I-].C(O)C(N)(CO)CO, predict the reaction product. The product is: [C:31]([C:28]1[CH:29]=[CH:30][C:25]([CH2:24][O:1][C:2]2[CH:7]=[CH:6][C:5]([N:8]3[C:16]4[C:11](=[CH:12][CH:13]=[CH:14][CH:15]=4)[CH:10]=[CH:9]3)=[CH:4][CH:3]=2)=[CH:26][CH:27]=1)#[N:32]. (6) Given the reactants [Al+3].[Cl-].[Cl-].[Cl-].[CH3:5][C:6]1[C:11]([C:12](O)([CH3:14])[CH3:13])=[CH:10][CH:9]=[CH:8][N:7]=1.[OH-].[Na+].[CH:18]1[CH:23]=[CH:22][CH:21]=[CH:20][CH:19]=1, predict the reaction product. The product is: [CH3:5][C:6]1[C:11]([C:12]([CH3:14])([C:18]2[CH:23]=[CH:22][CH:21]=[CH:20][CH:19]=2)[CH3:13])=[CH:10][CH:9]=[CH:8][N:7]=1. (7) Given the reactants [NH2:1][C:2]1[C:3]([C:17]([NH:19][CH3:20])=[O:18])=[N:4][C:5]([C:8]2[CH:13]=[CH:12][CH:11]=[C:10]([C:14]([NH2:16])=[NH:15])[CH:9]=2)=[CH:6][N:7]=1.C([O-])([O-])=O.[K+].[K+].O, predict the reaction product. The product is: [NH2:1][C:2]1[C:3]([C:17]([NH:19][CH3:20])=[O:18])=[N:4][C:5]([C:8]2[CH:13]=[CH:12][CH:11]=[C:10]([C:14]3[NH:16][CH:6]=[C:5]([C:8]4[CH:13]=[CH:12][CH:11]=[CH:10][CH:9]=4)[N:15]=3)[CH:9]=2)=[CH:6][N:7]=1. (8) Given the reactants [C:1]([O:5][C:6](=[O:22])[N:7]([CH2:9][CH2:10][NH:11][C:12]1[CH:13]=[CH:14][C:15]2[N:16]([C:18](Br)=[CH:19][N:20]=2)[N:17]=1)[CH3:8])([CH3:4])([CH3:3])[CH3:2].[C:23]([C:26]1[S:30][C:29](B(O)O)=[CH:28][CH:27]=1)(=[O:25])[CH3:24].O.[O-]P([O-])([O-])=O.[K+].[K+].[K+].ClCCl.N#N, predict the reaction product. The product is: [C:1]([O:5][C:6](=[O:22])[N:7]([CH2:9][CH2:10][NH:11][C:12]1[CH:13]=[CH:14][C:15]2[N:16]([C:18]([C:29]3[S:30][C:26]([C:23](=[O:25])[CH3:24])=[CH:27][CH:28]=3)=[CH:19][N:20]=2)[N:17]=1)[CH3:8])([CH3:4])([CH3:3])[CH3:2]. (9) Given the reactants [O:1]=[C:2]1[C:11]([C:12]#[N:13])=[C:10]2[C:5]([C:6](=[O:14])[CH2:7][CH2:8][CH2:9]2)=[CH:4][NH:3]1.I[CH2:16][CH2:17][CH2:18][CH3:19].[H-].[Na+].Cl, predict the reaction product. The product is: [CH2:16]([N:3]1[C:2](=[O:1])[C:11]([C:12]#[N:13])=[C:10]2[C:5]([C:6](=[O:14])[CH2:7][CH2:8][CH2:9]2)=[CH:4]1)[CH2:17][CH2:18][CH3:19].